From a dataset of Full USPTO retrosynthesis dataset with 1.9M reactions from patents (1976-2016). Predict the reactants needed to synthesize the given product. (1) Given the product [N:9]([CH:14]1[CH2:15][CH2:16][C:12](=[O:17])[CH2:13]1)=[N+:10]=[N-:11], predict the reactants needed to synthesize it. The reactants are: C(O)(=O)C.C[Si]([N:9]=[N+:10]=[N-:11])(C)C.[C:12]1(=[O:17])[CH2:16][CH2:15][CH:14]=[CH:13]1.C(N(CC)CC)C. (2) Given the product [CH:22]1([C:25]2[C:26]([N:32]3[CH2:37][CH2:36][N:35]([C:11]([C:10]4[CH:14]=[CH:15][C:7]([N:3]5[CH2:4][CH2:5][CH2:6][S:2]5(=[O:1])=[O:20])=[CH:8][C:9]=4[S:16]([CH3:19])(=[O:18])=[O:17])=[O:13])[CH2:34][CH2:33]3)=[N:27][CH:28]=[C:29]([CH3:31])[CH:30]=2)[CH2:23][CH2:24]1, predict the reactants needed to synthesize it. The reactants are: [O:1]=[S:2]1(=[O:20])[CH2:6][CH2:5][CH2:4][N:3]1[C:7]1[CH:15]=[CH:14][C:10]([C:11]([OH:13])=O)=[C:9]([S:16]([CH3:19])(=[O:18])=[O:17])[CH:8]=1.Cl.[CH:22]1([C:25]2[C:26]([N:32]3[CH2:37][CH2:36][NH:35][CH2:34][CH2:33]3)=[N:27][CH:28]=[C:29]([CH3:31])[CH:30]=2)[CH2:24][CH2:23]1. (3) Given the product [OH:6][C:7]([CH3:25])([CH3:24])[C:8]([C:10]1[CH:15]=[CH:14][C:13]([O:16][CH2:17][CH2:18][O:19][CH2:20][CH:21]([OH:22])[CH2:23][N:1]([CH2:18][CH:17]([OH:16])[CH2:26][O:27][CH2:28][CH2:29][O:30][C:31]2[CH:12]=[CH:11][C:10]([C:8](=[O:9])[C:7]([OH:6])([CH3:24])[CH3:25])=[CH:15][CH:14]=2)[CH2:2][CH2:3][CH2:4][OH:5])=[CH:12][CH:11]=1)=[O:9], predict the reactants needed to synthesize it. The reactants are: [NH2:1][CH2:2][CH2:3][CH2:4][OH:5].[OH:6][C:7]([CH3:25])([CH3:24])[C:8]([C:10]1[CH:15]=[CH:14][C:13]([O:16][CH2:17][CH2:18][O:19][CH2:20][CH:21]2[CH2:23][O:22]2)=[CH:12][CH:11]=1)=[O:9].[CH3:26][O:27][CH2:28][CH2:29][O:30][CH3:31]. (4) Given the product [F:25][C:23]([F:24])([F:26])[S:20]([NH:19][CH2:18][CH2:17][CH2:16][N:15]1[CH2:14][C:10]2[N:9]3[C:5](=[CH:6][N:7]=[C:8]3[CH:13]=[CH:12][CH:11]=2)[C:27]1=[O:28])(=[O:21])=[O:22], predict the reactants needed to synthesize it. The reactants are: ClC(Cl)(Cl)C([C:5]1[N:9]2[C:10]([CH2:14][N:15]([C:27](OC(C)(C)C)=[O:28])[CH2:16][CH2:17][CH2:18][NH:19][S:20]([C:23]([F:26])([F:25])[F:24])(=[O:22])=[O:21])=[CH:11][CH:12]=[CH:13][C:8]2=[N:7][CH:6]=1)=O.I[Si](C)(C)C.C(=O)([O-])O.[Na+].C(OCC)(=O)C. (5) Given the product [NH2:18][C:2]1[CH2:6][CH2:5][CH:4]([CH:7]=[CH2:8])[C:3]=1[C:9]([O:11][CH2:12][CH3:13])=[O:10], predict the reactants needed to synthesize it. The reactants are: O=[C:2]1[CH2:6][CH2:5][CH:4]([CH:7]=[CH2:8])[CH:3]1[C:9]([O:11][CH2:12][CH3:13])=[O:10].C([O-])(=O)C.[NH4+:18]. (6) The reactants are: Br[C:2]1[C:10]2[C:9]3[CH:11]=[CH:12][CH:13]=[CH:14][C:8]=3[O:7][C:6]=2[CH:5]=[C:4](Br)[C:3]=1[NH2:16].[CH3:17][C:18]1(C)[C:22](C)(C)OB(C(C)=C)O1.[CH:29]1(P(C2CCCCC2)C2C=CC=CC=2C2C(OC)=CC=CC=2OC)[CH2:34]CCC[CH2:30]1.C(=O)C1C=CC=CC=1.O.P([O-])([O-])([O-])=O.[K+].[K+].[K+]. Given the product [CH2:17]=[C:18]([C:2]1[C:10]2[C:9]3[CH:11]=[CH:12][CH:13]=[CH:14][C:8]=3[O:7][C:6]=2[CH:5]=[C:4]([C:29]([CH3:34])=[CH2:30])[C:3]=1[NH2:16])[CH3:22], predict the reactants needed to synthesize it. (7) Given the product [CH3:1][O:2][C:3](=[O:27])[C:4]1[CH:9]=[C:8]([F:10])[C:7]([CH2:11][NH:12][CH:13]=[O:14])=[N:6][C:5]=1[NH:15][C:16]1[CH:21]=[CH:20][C:19]([I:28])=[CH:18][C:17]=1[F:26], predict the reactants needed to synthesize it. The reactants are: [CH3:1][O:2][C:3](=[O:27])[C:4]1[CH:9]=[C:8]([F:10])[C:7]([CH2:11][NH:12][CH:13]=[O:14])=[N:6][C:5]=1[NH:15][C:16]1[CH:21]=[CH:20][C:19]([Si](C)(C)C)=[CH:18][C:17]=1[F:26].[I:28]Cl.